This data is from Full USPTO retrosynthesis dataset with 1.9M reactions from patents (1976-2016). The task is: Predict the reactants needed to synthesize the given product. (1) Given the product [N:26]([C:2]1([C:13]2[CH:18]=[CH:17][C:16]([CH:19]([CH3:21])[CH3:20])=[CH:15][C:14]=2[O:22][CH3:23])[C:10](=[O:11])[C:9]2[C:4](=[CH:5][CH:6]=[CH:7][CH:8]=2)[C:3]1=[O:12])=[N+:27]=[N-:28], predict the reactants needed to synthesize it. The reactants are: Cl[C:2]1([C:13]2[CH:18]=[CH:17][C:16]([CH:19]([CH3:21])[CH3:20])=[CH:15][C:14]=2[O:22][CH3:23])[C:10](=[O:11])[C:9]2[C:4](=[CH:5][CH:6]=[CH:7][CH:8]=2)[C:3]1=[O:12].[I-].[Na+].[N-:26]=[N+:27]=[N-:28].[Na+]. (2) The reactants are: [CH2:1]([N:4]1[CH:8]=[CH:7][N:6]=[CH:5]1)[C:2]#[CH:3].Br[C:10]1[C:11]([NH:18][CH2:19][C:20]([CH3:23])([CH3:22])[CH3:21])=[N:12][C:13]([C:16]#[N:17])=[N:14][CH:15]=1.C(N(CC)CC)C. Given the product [CH3:21][C:20]([CH3:23])([CH3:22])[CH2:19][N:18]1[C:11]2[N:12]=[C:13]([C:16]#[N:17])[N:14]=[CH:15][C:10]=2[CH:3]=[C:2]1[CH2:1][N:4]1[CH:8]=[CH:7][N:6]=[CH:5]1, predict the reactants needed to synthesize it. (3) Given the product [F:1][C:2]1[CH:11]=[CH:10][CH:9]=[C:8]2[C:3]=1[C:4]([NH:12][C:13]1[CH:14]=[C:15]3[C:19](=[CH:20][CH:21]=1)[N:18]([CH2:29][C:24]1[CH:25]=[CH:26][CH:27]=[CH:28][N:23]=1)[CH:17]=[CH:16]3)=[N:5][CH:6]=[N:7]2, predict the reactants needed to synthesize it. The reactants are: [F:1][C:2]1[CH:11]=[CH:10][CH:9]=[C:8]2[C:3]=1[C:4]([NH:12][C:13]1[CH:14]=[C:15]3[C:19](=[CH:20][CH:21]=1)[NH:18][CH:17]=[CH:16]3)=[N:5][CH:6]=[N:7]2.Cl.[N:23]1[CH:28]=[CH:27][CH:26]=[CH:25][C:24]=1[CH2:29]Cl.[H-].[Na+].